From a dataset of Full USPTO retrosynthesis dataset with 1.9M reactions from patents (1976-2016). Predict the reactants needed to synthesize the given product. (1) Given the product [CH3:24][O:23][C:3]1[CH:4]=[C:5]2[C:10](=[CH:11][C:2]=1[O:1][CH2:38][CH:35]1[CH2:36][CH2:37][N:32]([CH3:31])[C:33](=[O:50])[CH2:34]1)[N:9]=[CH:8][N:7]=[C:6]2[O:12][C:13]1[CH:14]=[C:15]2[C:19](=[CH:20][CH:21]=1)[NH:18][C:17]([CH3:22])=[CH:16]2, predict the reactants needed to synthesize it. The reactants are: [OH:1][C:2]1[CH:11]=[C:10]2[C:5]([C:6]([O:12][C:13]3[CH:14]=[C:15]4[C:19](=[CH:20][CH:21]=3)[NH:18][C:17]([CH3:22])=[CH:16]4)=[N:7][CH:8]=[N:9]2)=[CH:4][C:3]=1[O:23][CH3:24].C(=O)([O-])[O-].[K+].[K+].[CH3:31][N:32]1[CH2:37][CH2:36][CH:35]([CH2:38]C2(S([O-])(=O)=O)C=CC(C)=CC2)[CH2:34][C:33]1=[O:50]. (2) Given the product [CH3:1][C:2]1[C:7](=[O:8])[N:6]([C:9]2[CH:14]=[CH:13][CH:12]=[C:11]([NH2:15])[CH:10]=2)[C:5]2[N:19]=[CH:20][CH:21]=[CH:22][C:4]=2[N:3]=1, predict the reactants needed to synthesize it. The reactants are: [CH3:1][C:2]1[C:7](=[O:8])[N:6]([C:9]2[CH:14]=[CH:13][CH:12]=[C:11]([NH:15]C(=O)C)[CH:10]=2)[C:5]2[N:19]=[CH:20][CH:21]=[CH:22][C:4]=2[N:3]=1.C(=O)(O)[O-].[Na+]. (3) Given the product [Br:1][C:2]1[C:3]([OH:9])=[C:4]([CH:5]=[C:6]([F:8])[CH:7]=1)[CH:12]=[O:13], predict the reactants needed to synthesize it. The reactants are: [Br:1][C:2]1[CH:7]=[C:6]([F:8])[CH:5]=[CH:4][C:3]=1[OH:9].FC(F)(F)[C:12](O)=[O:13]. (4) Given the product [NH2:1][C@H:2]1[CH2:3][CH2:4][C@H:5]([NH:8][C:9]([CH3:16])([CH3:15])[CH2:10][OH:11])[CH2:6][CH2:7]1, predict the reactants needed to synthesize it. The reactants are: [NH2:1][C@H:2]1[CH2:7][CH2:6][C@H:5]([NH:8][C:9]([CH3:16])([CH3:15])[C:10](OCC)=[O:11])[CH2:4][CH2:3]1.[H-].[Al+3].[Li+].[H-].[H-].[H-].O.O.O.O.O.O.O.O.O.O.S([O-])([O-])(=O)=O.[Na+].[Na+]. (5) The reactants are: [NH2:1][CH:2]([C:6]1[CH:11]=[CH:10][C:9](OC)=[C:8]([O:14][CH2:15]C)[CH:7]=1)[CH2:3][C:4]#[N:5].CCN([CH2:22][CH3:23])CC.CO[C:26](=[O:42])[C:27]1[C:32]([NH:33][C:34]([CH:36]2[CH2:38][CH2:37]2)=[O:35])=[CH:31][CH:30]=[C:29]([Cl:39])[C:28]=1[CH2:40]Br.CN(C=[O:47])C. Given the product [Cl:39][C:29]1[CH:30]=[CH:31][C:32]([NH:33][C:34]([CH:36]2[CH2:37][CH2:38]2)=[O:35])=[C:27]2[C:28]=1[CH2:40][N:1]([CH:2]([C:6]1[CH:11]=[CH:10][CH:9]=[C:8]([O:14][CH2:15][O:47][CH2:22][CH3:23])[CH:7]=1)[CH2:3][C:4]#[N:5])[C:26]2=[O:42], predict the reactants needed to synthesize it. (6) Given the product [C:1]1([CH3:16])[CH:6]=[CH:5][C:4]([CH:7]=[CH:8][C:9]2[N:10]=[C:11]([C:24]#[N:25])[CH:12]=[CH:13][CH:14]=2)=[CH:3][CH:2]=1, predict the reactants needed to synthesize it. The reactants are: [C:1]1([CH3:16])[CH:6]=[CH:5][C:4]([CH:7]=[CH:8][C:9]2[CH:14]=[CH:13][CH:12]=[CH:11][N+:10]=2[O-])=[CH:3][CH:2]=1.COS(OC)(=O)=O.[C-:24]#[N:25].[Na+].